Dataset: Forward reaction prediction with 1.9M reactions from USPTO patents (1976-2016). Task: Predict the product of the given reaction. (1) The product is: [Br:1][C:2]1[CH:3]=[CH:4][C:5]([CH2:8][CH:9]([NH:11][C:19](=[O:20])[O:21][CH3:22])[CH3:10])=[CH:6][CH:7]=1. Given the reactants [Br:1][C:2]1[CH:7]=[CH:6][C:5]([CH2:8][CH:9]([NH2:11])[CH3:10])=[CH:4][CH:3]=1.N1C=CC=CC=1.Cl[C:19]([O:21][CH3:22])=[O:20], predict the reaction product. (2) The product is: [F:47][C:46]([F:49])([F:48])[C:44]([OH:50])=[O:45].[F:47][C:46]([F:49])([F:48])[C:44]([OH:50])=[O:45].[F:47][C:46]([F:49])([F:48])[C:44]([OH:50])=[O:45].[CH2:22]([O:21][C:14]1[CH:15]=[CH:16][C:17]([O:19][CH3:20])=[CH:18][C:13]=1[C:6]1([N:24]2[CH2:43][C:26]3([CH2:29][N:28]([CH:30]4[CH2:31][CH2:32][NH:33][CH2:34][CH2:35]4)[CH2:27]3)[CH2:25]2)[C:5]2[C:9](=[CH:10][CH:11]=[C:3]([C:1]#[N:2])[CH:4]=2)[NH:8][C:7]1=[O:12])[CH3:23]. Given the reactants [C:1]([C:3]1[CH:4]=[C:5]2[C:9](=[CH:10][CH:11]=1)[NH:8][C:7](=[O:12])[C:6]2([N:24]1[CH2:43][C:26]2([CH2:29][N:28]([CH:30]3[CH2:35][CH2:34][N:33](C(OC(C)(C)C)=O)[CH2:32][CH2:31]3)[CH2:27]2)[CH2:25]1)[C:13]1[CH:18]=[C:17]([O:19][CH3:20])[CH:16]=[CH:15][C:14]=1[O:21][CH2:22][CH3:23])#[N:2].[C:44]([OH:50])([C:46]([F:49])([F:48])[F:47])=[O:45], predict the reaction product. (3) Given the reactants [C:1]([C:3]1[CH:4]=[C:5](B2OC(C)(C)C(C)(C)O2)[CH:6]=[N:7][CH:8]=1)#[N:2].Br[C:19]1[S:23][C:22]([C:24]([OH:26])=[O:25])=[CH:21][CH:20]=1.C([O-])([O-])=O.[Na+].[Na+].O, predict the reaction product. The product is: [C:1]([C:3]1[CH:4]=[C:5]([C:19]2[S:23][C:22]([C:24]([OH:26])=[O:25])=[CH:21][CH:20]=2)[CH:6]=[N:7][CH:8]=1)#[N:2]. (4) The product is: [CH:13]([C@H:12]1[CH2:10][O:9][C:1]([C:2]2[CH:7]=[CH:6][CH:5]=[CH:4][CH:3]=2)=[N:11]1)([CH3:15])[CH3:14]. Given the reactants [C:1]([O:9][CH3:10])(=O)[C:2]1[CH:7]=[CH:6][CH:5]=[CH:4][CH:3]=1.[NH2:11][C@H:12](CO)[CH:13]([CH3:15])[CH3:14], predict the reaction product. (5) Given the reactants COC1C=CC(C([NH:18][C:19]([C:21]2[N:26]=[CH:25][C:24]([NH:27][CH2:28][CH2:29][CH2:30][NH:31]C(=O)OC(C)(C)C)=[CH:23][C:22]=2[NH:39][C:40]2[CH:45]=[C:44]([CH3:46])[CH:43]=[C:42]([CH3:47])[N:41]=2)=[O:20])C2C=CC(OC)=CC=2)=CC=1.C([SiH](CC)CC)C.[C:55]([OH:61])([C:57]([F:60])([F:59])[F:58])=[O:56], predict the reaction product. The product is: [OH:61][C:55]([C:57]([F:60])([F:59])[F:58])=[O:56].[NH2:31][CH2:30][CH2:29][CH2:28][NH:27][C:24]1[CH:23]=[C:22]([NH:39][C:40]2[CH:45]=[C:44]([CH3:46])[CH:43]=[C:42]([CH3:47])[N:41]=2)[C:21]([C:19]([NH2:18])=[O:20])=[N:26][CH:25]=1. (6) Given the reactants [C:1]([OH:9])(=O)[C:2]1[CH:7]=[CH:6][CH:5]=[CH:4][CH:3]=1.[F:10][C:11]([F:37])([F:36])[C:12]([CH2:31][NH:32][CH2:33][CH2:34][CH3:35])([OH:30])[CH2:13][NH:14][C:15]1[CH:23]=[CH:22][CH:21]=[C:20]2[C:16]=1[CH:17]=[N:18][N:19]2[C:24]1[CH:29]=[CH:28][CH:27]=[CH:26][CH:25]=1, predict the reaction product. The product is: [CH2:33]([N:32]([CH2:31][C:12]([OH:30])([CH2:13][NH:14][C:15]1[CH:23]=[CH:22][CH:21]=[C:20]2[C:16]=1[CH:17]=[N:18][N:19]2[C:24]1[CH:29]=[CH:28][CH:27]=[CH:26][CH:25]=1)[C:11]([F:37])([F:36])[F:10])[C:1](=[O:9])[C:2]1[CH:3]=[CH:4][CH:5]=[CH:6][CH:7]=1)[CH2:34][CH3:35]. (7) Given the reactants Cl.Cl.Cl.[NH2:4][C@@H:5]([C:11]([N:13]1[CH2:18][CH2:17][N:16]([CH:19]2[CH2:24][CH2:23][N:22]([CH3:25])[CH2:21][CH2:20]2)[CH2:15][CH2:14]1)=[O:12])[CH2:6][CH2:7][C:8](=[O:10])[OH:9].[NH:26]1[C:34]2[C:29](=[CH:30][CH:31]=[C:32]([C:35](O)=[O:36])[CH:33]=2)[CH:28]=[CH:27]1, predict the reaction product. The product is: [NH:26]1[C:34]2[C:29](=[CH:30][CH:31]=[C:32]([C:35]([NH:4][C@@H:5]([C:11]([N:13]3[CH2:14][CH2:15][N:16]([CH:19]4[CH2:24][CH2:23][N:22]([CH3:25])[CH2:21][CH2:20]4)[CH2:17][CH2:18]3)=[O:12])[CH2:6][CH2:7][C:8](=[O:9])[OH:10])=[O:36])[CH:33]=2)[CH:28]=[CH:27]1. (8) Given the reactants [NH2:1][C:2]1[N:6]([CH:7]2[CH2:12][CH2:11][CH2:10][N:9]([C:13]([O:15][CH2:16][C:17]3[CH:22]=[CH:21][CH:20]=[CH:19][CH:18]=3)=[O:14])[CH2:8]2)[N:5]=[C:4]([C:23]2[CH:28]=[CH:27][C:26](I)=[CH:25][CH:24]=2)[C:3]=1[C:30]#[N:31].C1(P(C2CCCCC2)[C:39]2[CH:44]=[CH:43][CH:42]=[CH:41][C:40]=2[C:45]2C(OC)=CC=CC=2OC)CCCCC1.[Br-].C([Zn+])C1C=CC=CC=1, predict the reaction product. The product is: [NH2:1][C:2]1[N:6]([CH:7]2[CH2:12][CH2:11][CH2:10][N:9]([C:13]([O:15][CH2:16][C:17]3[CH:22]=[CH:21][CH:20]=[CH:19][CH:18]=3)=[O:14])[CH2:8]2)[N:5]=[C:4]([C:23]2[CH:28]=[CH:27][C:26]([CH2:45][C:40]3[CH:41]=[CH:42][CH:43]=[CH:44][CH:39]=3)=[CH:25][CH:24]=2)[C:3]=1[C:30]#[N:31].